Dataset: Experimentally validated miRNA-target interactions with 360,000+ pairs, plus equal number of negative samples. Task: Binary Classification. Given a miRNA mature sequence and a target amino acid sequence, predict their likelihood of interaction. (1) The miRNA is mmu-miR-200c-5p with sequence CGUCUUACCCAGCAGUGUUUGG. The protein sequence of the target gene is MGLHGDGGSPAAGAGPWRSGALRGSVAVFASVAAVFTLTLPRSLPGGDSGELITAAHELGVAHPPGYPLFTLLASLTITLFPFGSVAYRVNLLCGLFGAVAASLLFYTVFRLSGSHAGGILAAGVFSFSRLTWQWSIAAEVFSLNNLFVGLLMALTVRFEEATAAKERSKIAAIGAFSCGLSLCNQHTIVLYILCIIPWILFRLLKEKELTLSLLLRLTLAFSAGLLPYVYLPVSSYLSRARWTWGDQTTLRGFLTHFFREEYGTFSLAKSEVGSSVSTVLLSQVINMKTELSFNIQALA.... Result: 0 (no interaction). (2) The miRNA is hsa-miR-4469 with sequence GCUCCCUCUAGGGUCGCUCGGA. The protein sequence of the target gene is MDAFQGILKFFLNQKTVIGYSFMALLTVGSERLFSVVAFKCPCSTENMTYGLVFLFAPAWVLLILGFFLNNRSWRLFTGCCVNPRKIFPRGHSCRFFYVLGQITLSSLVAPVMWLSVALLNGTFYECAMSGTRSSGLLELICKGKPKECWEELHKVSCGKTSMLPTVNEELKLSLQAQSQILGWCLICSASFFSLLTTCYARCRSKVSYLQLSFWKTYAQKEKEQLENTFLDYANKLSERNLKCFFENKRPDPFPMPTFAAWEAASELHSFHQSQQHYSTLHRVVDNGLQLSPEDDETTM.... Result: 1 (interaction). (3) The miRNA is mmu-miR-383-5p with sequence AGAUCAGAAGGUGACUGUGGCU. The protein sequence of the target gene is MTSTLDLDKGCTVEELLRGCIEAFDDSGKVRDPQLVRMFLMMHPWYIPSSQLASKLLHFYQQSRKDNSNSLQMKTCHLVRYWISAFPAEFDLNPELAEQIKELKALLDQEGNRRHSSLIDIESVPTYKWKRQVTQRNPVEQKKRKMSLLFDHLEPMELAEHLTYLEYRSFCKILFQDYHSFVTHGCTVDNPVLERFISLFNSVSQWVQLMILSKPTATQRALVITHFVHVAERLLQLQNFNTLMAVVGGLSHSSISRLKETHSHVSPDTIKLWEGLTELVTATGNYSNYRRRLAACVGFR.... Result: 0 (no interaction).